This data is from Full USPTO retrosynthesis dataset with 1.9M reactions from patents (1976-2016). The task is: Predict the reactants needed to synthesize the given product. Given the product [CH2:24]([C:21]1[CH:22]=[CH:23][C:18]([O:17][C@@H:15]([CH3:16])[CH2:14][CH2:13][O:12][C:9]2[CH:10]=[CH:11][C:6]([CH:4]([CH3:5])[C:3]([OH:32])=[O:2])=[C:7]([CH3:31])[CH:8]=2)=[C:19]([C:26]2[NH:27][CH:28]=[CH:29][CH:30]=2)[CH:20]=1)[CH3:25], predict the reactants needed to synthesize it. The reactants are: C[O:2][C:3](=[O:32])[CH:4]([C:6]1[CH:11]=[CH:10][C:9]([O:12][CH2:13][CH2:14][C@@H:15]([O:17][C:18]2[CH:23]=[CH:22][C:21]([CH2:24][CH3:25])=[CH:20][C:19]=2[C:26]2[NH:27][CH:28]=[CH:29][CH:30]=2)[CH3:16])=[CH:8][C:7]=1[CH3:31])[CH3:5].